This data is from Forward reaction prediction with 1.9M reactions from USPTO patents (1976-2016). The task is: Predict the product of the given reaction. (1) The product is: [Cl:1][C:2]1[CH:3]=[CH:4][C:5]([C:8]2[CH:9]=[C:10]([CH:14]=[C:15]([N:17]3[C:21]([CH:22]([CH3:23])[CH3:24])=[N:20][N:19]=[N:18]3)[CH:16]=2)[C:11]([NH:33][CH2:32][C:29]2[CH:28]=[N:27][C:26]([CH3:25])=[CH:31][N:30]=2)=[O:13])=[N:6][CH:7]=1. Given the reactants [Cl:1][C:2]1[CH:3]=[CH:4][C:5]([C:8]2[CH:9]=[C:10]([CH:14]=[C:15]([N:17]3[C:21]([CH:22]([CH3:24])[CH3:23])=[N:20][N:19]=[N:18]3)[CH:16]=2)[C:11]([OH:13])=O)=[N:6][CH:7]=1.[CH3:25][C:26]1[N:27]=[CH:28][C:29]([CH2:32][NH2:33])=[N:30][CH:31]=1.CCN=C=NCCCN(C)C.C1C=CC2N(O)N=NC=2C=1.CCN(CC)CC, predict the reaction product. (2) Given the reactants [CH2:1]([C:3]([C:14]1[CH:19]=[CH:18][C:17]([CH2:20][CH2:21][C:22](=[O:27])[C:23]([CH3:26])([CH3:25])[CH3:24])=[C:16]([CH3:28])[CH:15]=1)([C:6]1[CH:11]=[CH:10][C:9]([OH:12])=[C:8]([CH3:13])[CH:7]=1)[CH2:4][CH3:5])[CH3:2].[F:29][C:30]([F:43])([F:42])[S:31](O[S:31]([C:30]([F:43])([F:42])[F:29])(=[O:33])=[O:32])(=[O:33])=[O:32].N1C=CC=CC=1.[NH4+].[Cl-], predict the reaction product. The product is: [CH3:24][C:23]([CH3:26])([CH3:25])[C:22](=[O:27])[CH2:21][CH2:20][C:17]1[CH:18]=[CH:19][C:14]([C:3]([C:6]2[CH:11]=[CH:10][C:9]([O:12][S:31]([C:30]([F:43])([F:42])[F:29])(=[O:33])=[O:32])=[C:8]([CH3:13])[CH:7]=2)([CH2:4][CH3:5])[CH2:1][CH3:2])=[CH:15][C:16]=1[CH3:28].